From a dataset of Catalyst prediction with 721,799 reactions and 888 catalyst types from USPTO. Predict which catalyst facilitates the given reaction. (1) Reactant: [F:1][C@H:2]1[CH2:18][C@@H:17]2[C@:9]([F:28])([C@@H:10]([OH:27])[CH2:11][C@@:12]3([CH3:26])[C@H:16]2[CH2:15][CH:14]=[C:13]3[C:19](=[O:25])[CH2:20][O:21][C:22](=[O:24])[CH3:23])[C@:8]2([CH3:29])[C:3]1=[CH:4][C:5](=[O:30])[CH:6]=[CH:7]2.[CH2:31]([N:38]([CH2:44]O[CH2:39][N:38]([CH2:44][Si](C)(C)C)[CH2:31][C:32]1[CH:37]=[CH:36][CH:35]=[CH:34][CH:33]=1)[CH2:39][Si](C)(C)C)[C:32]1[CH:37]=[CH:36][CH:35]=[CH:34][CH:33]=1. Product: [CH2:31]([N:38]1[CH2:44][C@:13]2([C:19](=[O:25])[CH2:20][O:21][C:22](=[O:24])[CH3:23])[C@@H:14]([CH2:15][C@H:16]3[C@H:17]4[C@@:9]([F:28])([C@:8]5([CH3:29])[C:3]([C@@H:2]([F:1])[CH2:18]4)=[CH:4][C:5](=[O:30])[CH:6]=[CH:7]5)[C@@H:10]([OH:27])[CH2:11][C@@:12]32[CH3:26])[CH2:39]1)[C:32]1[CH:37]=[CH:36][CH:35]=[CH:34][CH:33]=1. The catalyst class is: 12. (2) Reactant: Cl[C:2]1[N:7]=[C:6]([C:8]2[CH:13]=[CH:12][CH:11]=[CH:10][CH:9]=2)[N:5]=[C:4]([NH:14][CH:15]([CH3:17])[CH3:16])[N:3]=1.[F:18][C:19]1[CH:20]=[C:21]([NH2:25])[CH:22]=[CH:23][CH:24]=1. The catalyst class is: 1. Product: [F:18][C:19]1[CH:20]=[C:21]([NH:25][C:2]2[N:3]=[C:4]([NH:14][CH:15]([CH3:17])[CH3:16])[N:5]=[C:6]([C:8]3[CH:13]=[CH:12][CH:11]=[CH:10][CH:9]=3)[N:7]=2)[CH:22]=[CH:23][CH:24]=1. (3) Reactant: Br[CH2:2][CH2:3][N:4]1[C:8]2[N:9]=[C:10]([NH2:14])[N:11]=[C:12]([Cl:13])[C:7]=2[CH:6]=[CH:5]1.[CH3:15][NH:16][CH2:17][CH2:18][N:19]([C:21]1[CH:26]=[CH:25][C:24]([F:27])=[CH:23][C:22]=1[F:28])[CH3:20].C(=O)([O-])[O-].[K+].[K+]. Product: [NH2:14][C:10]1[N:11]=[C:12]([Cl:13])[C:7]2[CH:6]=[CH:5][N:4]([CH2:3][CH2:2][N:16]([CH3:15])[CH2:17][CH2:18][N:19]([C:21]3[CH:26]=[CH:25][C:24]([F:27])=[CH:23][C:22]=3[F:28])[CH3:20])[C:8]=2[N:9]=1. The catalyst class is: 21.